Dataset: Reaction yield outcomes from USPTO patents with 853,638 reactions. Task: Predict the reaction yield, written as a fraction of the theoretical maximum amount of product (1.0 means a 100% yield; for example, 0.34 means a 34% yield). (1) The reactants are O[C:2]1([C:16]2[CH:21]=[CH:20][CH:19]=[C:18]([N:22]3[C:30]4[CH:29]=[C:28]([C:31]5[CH:32]=[N:33][N:34]([CH3:36])[CH:35]=5)[N:27]=[CH:26][C:25]=4[CH:24]=[N:23]3)[N:17]=2)[CH2:8][CH2:7][CH2:6][N:5](C(OC(C)(C)C)=O)[CH2:4][CH2:3]1.C(N(S(F)(F)[F:43])CC)C. The catalyst is C(Cl)Cl. The product is [F:43][C:2]1([C:16]2[N:17]=[C:18]([N:22]3[C:30]4[CH:29]=[C:28]([C:31]5[CH:32]=[N:33][N:34]([CH3:36])[CH:35]=5)[N:27]=[CH:26][C:25]=4[CH:24]=[N:23]3)[CH:19]=[CH:20][CH:21]=2)[CH2:8][CH2:7][CH2:6][NH:5][CH2:4][CH2:3]1. The yield is 0.870. (2) The reactants are O1CCCC1.[F:6][C:7]1[CH:8]=[C:9]([CH2:22][C:23](Cl)=[N:24][OH:25])[CH:10]=[CH:11][C:12]=1[O:13][CH2:14][C:15]1[CH:20]=[CH:19][C:18]([F:21])=[CH:17][N:16]=1.[C:27]([C:29]1[C:30]([NH2:36])=[N:31][C:32]([NH2:35])=[CH:33][CH:34]=1)#[CH:28].C(N(CC)CC)C. The catalyst is O. The product is [F:6][C:7]1[CH:8]=[C:9]([CH:10]=[CH:11][C:12]=1[O:13][CH2:14][C:15]1[CH:20]=[CH:19][C:18]([F:21])=[CH:17][N:16]=1)[CH2:22][C:23]1[CH:28]=[C:27]([C:29]2[C:30]([NH2:36])=[N:31][C:32]([NH2:35])=[CH:33][CH:34]=2)[O:25][N:24]=1. The yield is 0.480. (3) The reactants are [NH:1]1[CH:5]=[N:4][C:3]([NH2:6])=[N:2]1.[Si:7]([O:14][CH:15]1[CH2:20][CH2:19][C:18](=O)[CH2:17][CH2:16]1)([C:10]([CH3:13])([CH3:12])[CH3:11])([CH3:9])[CH3:8].C([BH3-])#N.[Na+].O. The catalyst is C(O)(=O)C. The product is [Si:7]([O:14][CH:15]1[CH2:16][CH2:17][CH:18]([NH:6][C:3]2[NH:4][CH:5]=[N:1][N:2]=2)[CH2:19][CH2:20]1)([C:10]([CH3:13])([CH3:12])[CH3:11])([CH3:9])[CH3:8]. The yield is 0.200. (4) The reactants are [Cl:1][C:2]1[CH:3]=[C:4]2[C:9](=[CH:10][C:11]=1[O:12][C:13]1[CH:18]=[CH:17][C:16]([C:19](=[O:31])[NH:20][CH2:21][CH2:22][C:23]3[CH:28]=[CH:27][C:26]([Cl:29])=[CH:25][C:24]=3[Cl:30])=[CH:15][CH:14]=1)[O:8][CH2:7][CH2:6][CH:5]2[C:32]([O:34]CC)=[O:33].CCO.[OH-].[Na+].Cl. The catalyst is C1COCC1.O. The product is [Cl:1][C:2]1[CH:3]=[C:4]2[C:9](=[CH:10][C:11]=1[O:12][C:13]1[CH:18]=[CH:17][C:16]([C:19](=[O:31])[NH:20][CH2:21][CH2:22][C:23]3[CH:28]=[CH:27][C:26]([Cl:29])=[CH:25][C:24]=3[Cl:30])=[CH:15][CH:14]=1)[O:8][CH2:7][CH2:6][CH:5]2[C:32]([OH:34])=[O:33]. The yield is 0.990. (5) The reactants are [O:1]1[CH2:6][CH2:5][CH2:4][CH2:3][CH2:2]1.[CH2:7]([OH:10])[CH2:8][OH:9].O.C1(C)C=CC(S(O)(=O)=O)=CC=1.C(=O)(O)[O-].[Na+]. The catalyst is C1C=CC=CC=1. The product is [O:9]1[C:4]2([CH2:5][CH2:6][O:1][CH2:2][CH2:3]2)[O:10][CH2:7][CH2:8]1. The yield is 0.900. (6) The reactants are [CH3:1][O:2][C:3](=[O:12])[CH2:4][C:5]1[CH:10]=[CH:9][CH:8]=[C:7]([OH:11])[CH:6]=1.[OH:13][C@@H:14]([CH3:28])[CH2:15][CH2:16]OS(C1C=CC(C)=CC=1)(=O)=O.C([O-])([O-])=O.[Cs+].[Cs+]. The catalyst is CN(C=O)C.CCCCCC. The product is [CH3:1][O:2][C:3](=[O:12])[CH2:4][C:5]1[CH:10]=[CH:9][CH:8]=[C:7]([O:11][CH2:16][CH2:15][C@@H:14]([OH:13])[CH3:28])[CH:6]=1. The yield is 0.440. (7) The reactants are C(OC([N:8]1[CH2:12][CH2:11][CH2:10][CH:9]1[C:13]1[NH:14][C:15]([C:18]2[CH:23]=[CH:22][C:21]([C:24]3[CH:33]=[CH:32][C:31]4[C:26](=[CH:27][CH:28]=[C:29]([C:34]5[NH:35][C:36]([CH:39]6[CH2:43][CH2:42][CH2:41][N:40]6[C:44](=[O:54])[CH:45]([NH:49][C:50]([O:52][CH3:53])=[O:51])[CH:46]([CH3:48])[CH3:47])=[N:37][CH:38]=5)[CH:30]=4)[CH:25]=3)=[CH:20][CH:19]=2)=[CH:16][N:17]=1)=O)(C)(C)C.Cl.[CH3:56][O:57][C:58]([NH:60][C:61]([C:66]1[CH:71]=[CH:70][CH:69]=[CH:68][CH:67]=1)([CH3:65])[C:62](O)=[O:63])=[O:59].CCOC(C(C#N)=NOC(N1CCOCC1)=[N+](C)C)=O.F[P-](F)(F)(F)(F)F.CCN(C(C)C)C(C)C. The catalyst is C(Cl)Cl.CO. The product is [CH3:53][O:52][C:50](=[O:51])[NH:49][CH:45]([C:44]([N:40]1[CH2:41][CH2:42][CH2:43][CH:39]1[C:36]1[NH:35][C:34]([C:29]2[CH:28]=[CH:27][C:26]3[C:31](=[CH:32][CH:33]=[C:24]([C:21]4[CH:20]=[CH:19][C:18]([C:15]5[NH:14][C:13]([CH:9]6[CH2:10][CH2:11][CH2:12][N:8]6[C:62](=[O:63])[C:61]([NH:60][C:58]([O:57][CH3:56])=[O:59])([C:66]6[CH:71]=[CH:70][CH:69]=[CH:68][CH:67]=6)[CH3:65])=[N:17][CH:16]=5)=[CH:23][CH:22]=4)[CH:25]=3)[CH:30]=2)=[CH:38][N:37]=1)=[O:54])[CH:46]([CH3:47])[CH3:48]. The yield is 0.420. (8) The reactants are [F:1][C:2]1[CH:10]=[C:9]([O:11][CH3:12])[CH:8]=[CH:7][C:3]=1[C:4]([OH:6])=[O:5].S(Cl)(Cl)=O.[CH3:17]O. No catalyst specified. The product is [CH3:17][O:5][C:4](=[O:6])[C:3]1[CH:7]=[CH:8][C:9]([O:11][CH3:12])=[CH:10][C:2]=1[F:1]. The yield is 0.920. (9) The product is [Cl:22][C:17]1[CH:16]=[C:15]([NH:14][C:5]2[C:4]3[C:9](=[CH:10][CH:11]=[C:2]([NH:1][CH2:23][C:25]4[C:26](=[O:32])[NH:27][C:28](=[O:31])[NH:29][CH:30]=4)[CH:3]=3)[N:8]=[CH:7][C:6]=2[C:12]#[N:13])[CH:20]=[CH:19][C:18]=1[F:21]. The yield is 0.280. The reactants are [NH2:1][C:2]1[CH:3]=[C:4]2[C:9](=[CH:10][CH:11]=1)[N:8]=[CH:7][C:6]([C:12]#[N:13])=[C:5]2[NH:14][C:15]1[CH:20]=[CH:19][C:18]([F:21])=[C:17]([Cl:22])[CH:16]=1.[CH:23]([C:25]1[C:26](=[O:32])[NH:27][C:28](=[O:31])[NH:29][CH:30]=1)=O.[BH3-]C#N.[Na+]. The catalyst is CCO.C1COCC1.